Dataset: Peptide-MHC class II binding affinity with 134,281 pairs from IEDB. Task: Regression. Given a peptide amino acid sequence and an MHC pseudo amino acid sequence, predict their binding affinity value. This is MHC class II binding data. The peptide sequence is HEALNIALIAVSIIS. The MHC is DRB1_1302 with pseudo-sequence DRB1_1302. The binding affinity (normalized) is 0.156.